Predict the reactants needed to synthesize the given product. From a dataset of Full USPTO retrosynthesis dataset with 1.9M reactions from patents (1976-2016). (1) The reactants are: Cl[C:2]1[N:7]=[C:6]([O:8][CH3:9])[N:5]=[C:4]([NH:10][C:11]2[CH:16]=[CH:15][C:14]([N:17]3[CH:21]=[C:20]([CH3:22])[N:19]=[CH:18]3)=[C:13]([O:23][CH3:24])[CH:12]=2)[N:3]=1.[OH:25][C:26]1[C:27]([CH3:32])=[N:28][CH:29]=[CH:30][CH:31]=1. Given the product [CH3:24][O:23][C:13]1[CH:12]=[C:11]([NH:10][C:4]2[N:5]=[C:6]([O:8][CH3:9])[N:7]=[C:2]([O:25][C:26]3[C:27]([CH3:32])=[N:28][CH:29]=[CH:30][CH:31]=3)[N:3]=2)[CH:16]=[CH:15][C:14]=1[N:17]1[CH:21]=[C:20]([CH3:22])[N:19]=[CH:18]1, predict the reactants needed to synthesize it. (2) Given the product [CH3:9][C:8]1[C:4]2[NH:1][C:2](=[S:3])[N:22]([CH2:21][CH2:20][CH2:19][N:14]3[CH:18]=[CH:17][N:16]=[CH:15]3)[C:10](=[O:12])[C:5]=2[S:6][CH:7]=1, predict the reactants needed to synthesize it. The reactants are: [N:1]([C:4]1[C:8]([CH3:9])=[CH:7][S:6][C:5]=1[C:10]([O:12]C)=O)=[C:2]=[S:3].[N:14]1([CH2:19][CH2:20][CH2:21][NH2:22])[CH:18]=[CH:17][N:16]=[CH:15]1. (3) Given the product [CH3:9][O:1][CH2:2][C:3]([CH3:8])([CH3:7])[C:4](=[O:6])[CH3:5], predict the reactants needed to synthesize it. The reactants are: [OH:1][CH2:2][C:3]([CH3:8])([CH3:7])[C:4](=[O:6])[CH3:5].[CH3:9]OS(OC)(=O)=O.[OH-].[Na+]. (4) Given the product [CH2:17]([NH:23][S:2]([CH2:5][CH2:6][CH2:7][CH2:8][CH2:9][CH2:10][CH2:11][C:12]([O:14][CH2:15][CH3:16])=[O:13])(=[O:4])=[O:3])[CH2:18][CH2:19][CH2:20][CH2:21][CH3:22], predict the reactants needed to synthesize it. The reactants are: Cl[S:2]([CH2:5][CH2:6][CH2:7][CH2:8][CH2:9][CH2:10][CH2:11][C:12]([O:14][CH2:15][CH3:16])=[O:13])(=[O:4])=[O:3].[CH2:17]([NH2:23])[CH2:18][CH2:19][CH2:20][CH2:21][CH3:22].C(N(CC)C(C)C)(C)C.Cl. (5) Given the product [Br:1][C:2]1[CH:15]=[CH:14][C:13]2[C:12]3[C:7](=[CH:8][C:9]([OH:18])=[CH:10][CH:11]=3)[CH:6]=[CH:5][C:4]=2[CH:3]=1, predict the reactants needed to synthesize it. The reactants are: [Br:1][C:2]1[CH:15]=[CH:14][C:13]2[C:12]3[C:7](=[CH:8][C:9](Br)=[CH:10][CH:11]=3)[CH:6]=[CH:5][C:4]=2[CH:3]=1.B(OC(C)C)(OC(C)C)[O:18]C(C)C.C([Li])CCC.Cl. (6) Given the product [CH3:3][C@H:4]1[N:9]([C:10]2[CH:15]=[CH:14][C:13]([C:16]([F:19])([F:18])[F:17])=[CH:12][N:11]=2)[CH2:8][CH2:7][N:6]([CH2:20][C:21]2[C:22]([CH2:26][OH:27])=[N:23][NH:24][CH:25]=2)[CH2:5]1, predict the reactants needed to synthesize it. The reactants are: [Li+].[BH4-].[CH3:3][C@H:4]1[N:9]([C:10]2[CH:15]=[CH:14][C:13]([C:16]([F:19])([F:18])[F:17])=[CH:12][N:11]=2)[CH2:8][CH2:7][N:6]([CH2:20][C:21]2[C:22]([C:26](OCC)=[O:27])=[N:23][NH:24][CH:25]=2)[CH2:5]1. (7) Given the product [OH:29][C:28]1[C:27]2[C:22](=[CH:23][CH:24]=[CH:25][CH:26]=2)[N:21]([N:30]2[C:31](=[O:40])[C:32]3[C:37](=[CH:36][CH:35]=[CH:34][CH:33]=3)[C:38]2=[O:39])[C:20](=[O:41])[C:19]=1[C:18]1[NH:1][C:2]2[S:3][CH:4]=[C:5]([CH2:11][O:12][CH2:13][O:14][CH3:15])[C:6]=2[S:7](=[O:8])(=[O:9])[N:10]=1, predict the reactants needed to synthesize it. The reactants are: [NH2:1][C:2]1[S:3][CH:4]=[C:5]([CH2:11][O:12][CH2:13][O:14][CH3:15])[C:6]=1[S:7]([NH2:10])(=[O:9])=[O:8].CS[C:18](SC)=[C:19]1[C:28](=[O:29])[C:27]2[C:22](=[CH:23][CH:24]=[CH:25][CH:26]=2)[N:21]([N:30]2[C:38](=[O:39])[C:37]3[C:32](=[CH:33][CH:34]=[CH:35][CH:36]=3)[C:31]2=[O:40])[C:20]1=[O:41].